Dataset: Buchwald-Hartwig C-N cross coupling reaction yields with 55,370 reactions. Task: Predict the reaction yield, written as a fraction of the theoretical maximum amount of product (1.0 means a 100% yield; for example, 0.34 means a 34% yield). (1) The reactants are CCc1ccc(Br)cc1.Cc1ccc(N)cc1.O=S(=O)(O[Pd]1c2ccccc2-c2ccccc2N~1)C(F)(F)F.CC(C)c1cc(C(C)C)c(-c2ccccc2P(C2CCCCC2)C2CCCCC2)c(C(C)C)c1.CN(C)C(=NC(C)(C)C)N(C)C.Fc1cccc(F)c1-c1ccno1. The yield is 0.0925. No catalyst specified. The product is CCc1ccc(Nc2ccc(C)cc2)cc1. (2) The reactants are Clc1ccccn1.Cc1ccc(N)cc1.O=S(=O)(O[Pd]1c2ccccc2-c2ccccc2N~1)C(F)(F)F.COc1ccc(OC)c(P([C@]23C[C@H]4C[C@H](C[C@H](C4)C2)C3)[C@]23C[C@H]4C[C@H](C[C@H](C4)C2)C3)c1-c1c(C(C)C)cc(C(C)C)cc1C(C)C.CN(C)C(=NC(C)(C)C)N(C)C.CCOC(=O)c1cc(C)no1. No catalyst specified. The product is Cc1ccc(Nc2ccccn2)cc1. The yield is 0.347. (3) The reactants are FC(F)(F)c1ccc(I)cc1.Cc1ccc(N)cc1.O=S(=O)(O[Pd]1c2ccccc2-c2ccccc2N~1)C(F)(F)F.COc1ccc(OC)c(P([C@]23C[C@H]4C[C@H](C[C@H](C4)C2)C3)[C@]23C[C@H]4C[C@H](C[C@H](C4)C2)C3)c1-c1c(C(C)C)cc(C(C)C)cc1C(C)C.CN1CCCN2CCCN=C12.Fc1cccc(F)c1-c1ccno1. No catalyst specified. The product is Cc1ccc(Nc2ccc(C(F)(F)F)cc2)cc1. The yield is 0.471. (4) The yield is 0.467. The product is COc1ccc(Nc2ccc(C)cc2)cc1. The reactants are COc1ccc(Br)cc1.Cc1ccc(N)cc1.O=S(=O)(O[Pd]1c2ccccc2-c2ccccc2N~1)C(F)(F)F.COc1ccc(OC)c(P(C(C)(C)C)C(C)(C)C)c1-c1c(C(C)C)cc(C(C)C)cc1C(C)C.CCN=P(N=P(N(C)C)(N(C)C)N(C)C)(N(C)C)N(C)C.Cc1cc(-c2ccccc2)on1. No catalyst specified. (5) The reactants are FC(F)(F)c1ccc(Br)cc1.Cc1ccc(N)cc1.O=S(=O)(O[Pd]1c2ccccc2-c2ccccc2N~1)C(F)(F)F.COc1ccc(OC)c(P(C(C)(C)C)C(C)(C)C)c1-c1c(C(C)C)cc(C(C)C)cc1C(C)C.CCN=P(N=P(N(C)C)(N(C)C)N(C)C)(N(C)C)N(C)C.COC(=O)c1ccno1. No catalyst specified. The product is Cc1ccc(Nc2ccc(C(F)(F)F)cc2)cc1. The yield is 0.0837. (6) The reactants are CCc1ccc(Br)cc1.Cc1ccc(N)cc1.O=S(=O)(O[Pd]1c2ccccc2-c2ccccc2N~1)C(F)(F)F.COc1ccc(OC)c(P(C(C)(C)C)C(C)(C)C)c1-c1c(C(C)C)cc(C(C)C)cc1C(C)C.CN(C)C(=NC(C)(C)C)N(C)C.c1ccc2oncc2c1. No catalyst specified. The product is CCc1ccc(Nc2ccc(C)cc2)cc1. The yield is 0.385. (7) The reactants are Ic1cccnc1.Cc1ccc(N)cc1.O=S(=O)(O[Pd]1c2ccccc2-c2ccccc2N~1)C(F)(F)F.CC(C)c1cc(C(C)C)c(-c2ccccc2P(C2CCCCC2)C2CCCCC2)c(C(C)C)c1.CCN=P(N=P(N(C)C)(N(C)C)N(C)C)(N(C)C)N(C)C.CCOC(=O)c1cnoc1. No catalyst specified. The product is Cc1ccc(Nc2cccnc2)cc1. The yield is 0. (8) The reactants are Clc1ccccn1.Cc1ccc(N)cc1.O=S(=O)(O[Pd]1c2ccccc2-c2ccccc2N~1)C(F)(F)F.COc1ccc(OC)c(P([C@]23C[C@H]4C[C@H](C[C@H](C4)C2)C3)[C@]23C[C@H]4C[C@H](C[C@H](C4)C2)C3)c1-c1c(C(C)C)cc(C(C)C)cc1C(C)C.CN(C)C(=NC(C)(C)C)N(C)C.c1ccc(CN(Cc2ccccc2)c2ccon2)cc1. No catalyst specified. The product is Cc1ccc(Nc2ccccn2)cc1. The yield is 0.341. (9) The reactants are CCc1ccc(I)cc1.Cc1ccc(N)cc1.O=S(=O)(O[Pd]1c2ccccc2-c2ccccc2N~1)C(F)(F)F.COc1ccc(OC)c(P(C(C)(C)C)C(C)(C)C)c1-c1c(C(C)C)cc(C(C)C)cc1C(C)C.CN1CCCN2CCCN=C12.c1ccc(CN(Cc2ccccc2)c2ccno2)cc1. No catalyst specified. The product is CCc1ccc(Nc2ccc(C)cc2)cc1. The yield is 0.723.